The task is: Regression/Classification. Given a drug SMILES string, predict its absorption, distribution, metabolism, or excretion properties. Task type varies by dataset: regression for continuous measurements (e.g., permeability, clearance, half-life) or binary classification for categorical outcomes (e.g., BBB penetration, CYP inhibition). Dataset: cyp1a2_veith.. This data is from CYP1A2 inhibition data for predicting drug metabolism from PubChem BioAssay. (1) The compound is COc1ccc(OC)c(-n2c(-c3ccc(C)cc3)n[nH]c2=S)c1. The result is 0 (non-inhibitor). (2) The molecule is CC(C)NC(=O)N1CC[C@@]2(CCCN(C(=O)c3cnccn3)C2)C1. The result is 0 (non-inhibitor).